Dataset: Forward reaction prediction with 1.9M reactions from USPTO patents (1976-2016). Task: Predict the product of the given reaction. (1) Given the reactants C([O:5][CH2:6][C@H:7]([CH3:20])[C@H:8]([O:18][CH3:19])[C@@H:9]([CH3:17])[C@@H:10]([O:15][CH3:16])/[CH:11]=[CH:12]/[CH:13]=[CH2:14])(C)(C)C.C[O-].[Na+], predict the reaction product. The product is: [CH3:19][O:18][C@H:8]([C@@H:9]([CH3:17])[C@@H:10]([O:15][CH3:16])/[CH:11]=[CH:12]/[CH:13]=[CH2:14])[C@@H:7]([CH3:20])[CH2:6][OH:5]. (2) Given the reactants BrC=C([C:5]1[CH:6]=[C:7]([F:14])[C:8]([O:12]C)=[C:9]([F:11])[CH:10]=1)C.P([O-])([O-])([O-])=O.[K+].[K+].[K+].N1CCC[C@H]1C(O)=O.[CH3:31][N:32]1[CH2:45][CH2:44][C:35]2[NH:36][C:37]3[CH:38]=[CH:39][C:40]([CH3:43])=[CH:41][C:42]=3[C:34]=2[CH2:33]1, predict the reaction product. The product is: [CH3:31][N:32]1[CH2:45][CH2:44][C:35]2[N:36]([C:8]3([OH:12])[C:9]([F:11])=[CH:10][CH:5]=[CH:6][CH:7]3[F:14])[C:37]3[CH:38]=[CH:39][C:40]([CH3:43])=[CH:41][C:42]=3[C:34]=2[CH2:33]1. (3) The product is: [NH:24]1[CH2:23][CH:22]([O:21][C:20]2[CH:33]=[CH:34][C:17]([N:11]3[C:12]([CH3:16])([CH3:15])[C:13](=[O:14])[N:9]([C:6]4[CH:7]=[CH:8][C:3]([C:1]#[N:2])=[C:4]([C:37]([F:40])([F:39])[F:38])[CH:5]=4)[C:10]3=[S:36])=[CH:18][C:19]=2[F:35])[CH2:25]1. Given the reactants [C:1]([C:3]1[CH:8]=[CH:7][C:6]([N:9]2[C:13](=[O:14])[C:12]([CH3:16])([CH3:15])[N:11]([C:17]3[CH:34]=[CH:33][C:20]([O:21][CH:22]4[CH2:25][N:24](C(OC(C)(C)C)=O)[CH2:23]4)=[C:19]([F:35])[CH:18]=3)[C:10]2=[S:36])=[CH:5][C:4]=1[C:37]([F:40])([F:39])[F:38])#[N:2], predict the reaction product. (4) Given the reactants [N+:1]([C:4]1[CH:13]=[CH:12][C:7]2=[N:8][S:9][C:10](N)=[C:6]2[CH:5]=1)([O-:3])=[O:2].N(OCCC(C)C)=O, predict the reaction product. The product is: [N+:1]([C:4]1[CH:13]=[CH:12][C:7]2=[N:8][S:9][CH:10]=[C:6]2[CH:5]=1)([O-:3])=[O:2]. (5) Given the reactants [CH3:1][N:2]([CH2:4][C:5]1[CH:20]=[CH:19][C:8]([CH2:9][CH2:10][NH:11]C(=O)OC(C)(C)C)=[CH:7][CH:6]=1)[CH3:3].[ClH:21], predict the reaction product. The product is: [ClH:21].[ClH:21].[CH3:1][N:2]([CH2:4][C:5]1[CH:20]=[CH:19][C:8]([CH2:9][CH2:10][NH2:11])=[CH:7][CH:6]=1)[CH3:3]. (6) Given the reactants [F:1][C:2]1[CH:22]=[CH:21][C:5]([CH2:6][CH:7]2[C:16]3[C:11](=[CH:12][C:13]([O:19][CH3:20])=[CH:14][C:15]=3[O:17][CH3:18])[CH2:10][CH2:9][NH:8]2)=[CH:4][CH:3]=1.Cl[CH2:24][CH2:25][NH:26][C:27]([NH:29][C:30]1[C:39]2[C:34](=[CH:35][CH:36]=[CH:37][CH:38]=2)[N:33]=[C:32]([CH3:40])[CH:31]=1)=[O:28].N[C@H](C(O)=O)CC1C=C2C(C=CC=C2)=CC=1, predict the reaction product. The product is: [F:1][C:2]1[CH:3]=[CH:4][C:5]([CH2:6][CH:7]2[C:16]3[C:11](=[CH:12][C:13]([O:19][CH3:20])=[CH:14][C:15]=3[O:17][CH3:18])[CH2:10][CH2:9][N:8]2[CH2:24][CH2:25][NH:26][C:27]([NH:29][C:30]2[C:39]3[C:34](=[CH:35][CH:36]=[CH:37][CH:38]=3)[N:33]=[C:32]([CH3:40])[CH:31]=2)=[O:28])=[CH:21][CH:22]=1. (7) Given the reactants [CH3:1][C:2]1[CH:7]=[C:6]([C:8]2[C:16]3[C:11](=[CH:12][CH:13]=[C:14]([NH:17][C:18]([C@:20]4([S:39][CH3:40])[CH2:24][CH2:23][N:22]([CH2:25][C:26](=O)[CH:27]5[CH2:32][CH2:31][N:30]([C:33]6[S:34][CH:35]=[CH:36][N:37]=6)[CH2:29][CH2:28]5)[CH2:21]4)=[O:19])[CH:15]=3)[NH:10][N:9]=2)[CH:5]=[CH:4][N:3]=1.N1C=CC=CC=1.[NH2:47][OH:48].Cl, predict the reaction product. The product is: [OH:48][N:47]=[C:26]([CH:27]1[CH2:28][CH2:29][N:30]([C:33]2[S:34][CH:35]=[CH:36][N:37]=2)[CH2:31][CH2:32]1)[CH2:25][N:22]1[CH2:23][CH2:24][C@@:20]([S:39][CH3:40])([C:18]([NH:17][C:14]2[CH:15]=[C:16]3[C:11](=[CH:12][CH:13]=2)[NH:10][N:9]=[C:8]3[C:6]2[CH:5]=[CH:4][N:3]=[C:2]([CH3:1])[CH:7]=2)=[O:19])[CH2:21]1. (8) Given the reactants [C:1]([O:5][C:6]([NH:8][C:9]1([CH2:12][CH:13]2[CH2:17][CH2:16][N:15]([C@@H](C3C=CC=CC=3)C)[CH2:14]2)[CH2:11][CH2:10]1)=[O:7])([CH3:4])([CH3:3])[CH3:2].Cl[C:27]([O:29][CH2:30][C:31]1[CH:36]=[CH:35][CH:34]=[CH:33][CH:32]=1)=[O:28], predict the reaction product. The product is: [CH2:30]([O:29][C:27]([N:15]1[CH2:16][CH2:17][CH:13]([CH2:12][C:9]2([NH:8][C:6]([O:5][C:1]([CH3:4])([CH3:3])[CH3:2])=[O:7])[CH2:10][CH2:11]2)[CH2:14]1)=[O:28])[C:31]1[CH:36]=[CH:35][CH:34]=[CH:33][CH:32]=1. (9) Given the reactants [Cl:1][C:2]1[CH:7]=[CH:6][C:5]([C@H:8]([C@@H:12]([CH3:17])[C:13]([F:16])([F:15])[F:14])[C:9]([OH:11])=O)=[CH:4][CH:3]=1.[NH2:18][C:19]1[CH:20]=[C:21]([CH:26]([OH:37])[C:27]2([C:30]([O:32][C:33]([CH3:36])([CH3:35])[CH3:34])=[O:31])[CH2:29][CH2:28]2)[CH:22]=[CH:23][C:24]=1[Cl:25].F[P-](F)(F)(F)(F)F.N1(OC(N(C)C)=[N+](C)C)C2N=CC=CC=2N=N1, predict the reaction product. The product is: [Cl:25][C:24]1[CH:23]=[CH:22][C:21]([CH:26]([OH:37])[C:27]2([C:30]([O:32][C:33]([CH3:34])([CH3:36])[CH3:35])=[O:31])[CH2:29][CH2:28]2)=[CH:20][C:19]=1[NH:18][C:9](=[O:11])[C@H:8]([C:5]1[CH:4]=[CH:3][C:2]([Cl:1])=[CH:7][CH:6]=1)[C@@H:12]([CH3:17])[C:13]([F:16])([F:15])[F:14].